This data is from Peptide-MHC class II binding affinity with 134,281 pairs from IEDB. The task is: Regression. Given a peptide amino acid sequence and an MHC pseudo amino acid sequence, predict their binding affinity value. This is MHC class II binding data. (1) The peptide sequence is EIYNMVKFRMIAGQE. The MHC is HLA-DQA10501-DQB10301 with pseudo-sequence HLA-DQA10501-DQB10301. The binding affinity (normalized) is 0.435. (2) The peptide sequence is LWWSTMYLTHHYFVDL. The MHC is DRB1_0405 with pseudo-sequence DRB1_0405. The binding affinity (normalized) is 0. (3) The peptide sequence is DEELLKAVRIIKILYQSNP. The MHC is DRB4_0101 with pseudo-sequence DRB4_0103. The binding affinity (normalized) is 0.863. (4) The peptide sequence is EAAVKQAYAATVAAA. The MHC is DRB1_1201 with pseudo-sequence DRB1_1201. The binding affinity (normalized) is 0.357. (5) The peptide sequence is PPHAATIRVLALGNQ. The MHC is DRB1_0404 with pseudo-sequence DRB1_0404. The binding affinity (normalized) is 0.671.